This data is from Forward reaction prediction with 1.9M reactions from USPTO patents (1976-2016). The task is: Predict the product of the given reaction. (1) Given the reactants Cl.NO.C([N:6](C(C)C)C(C)C)C.C(OC([NH:18][C:19]([NH:21][C:22]1[CH:27]=[C:26]([Br:28])[CH:25]=[CH:24][N:23]=1)=S)=O)C, predict the reaction product. The product is: [Br:28][C:26]1[CH:25]=[CH:24][N:23]2[N:6]=[C:19]([NH2:18])[N:21]=[C:22]2[CH:27]=1. (2) Given the reactants [CH3:1][C@H:2]1[CH2:7][O:6][CH2:5][CH2:4][N:3]1[C:8]1([NH2:21])[N:13]=[CH:12][CH:11]=[C:10]([N:14]2[CH2:19][CH2:18][O:17][CH2:16][C@@H:15]2[CH3:20])[NH:9]1.[CH3:22][O:23][C:24]1[CH:32]=[CH:31][C:27]([C:28](Cl)=[O:29])=[CH:26][CH:25]=1, predict the reaction product. The product is: [CH3:1][C@H:2]1[CH2:7][O:6][CH2:5][CH2:4][N:3]1[C:8]1[N:21]=[C:12]([NH:13][C:28](=[O:29])[C:27]2[CH:31]=[CH:32][C:24]([O:23][CH3:22])=[CH:25][CH:26]=2)[CH:11]=[C:10]([N:14]2[CH2:19][CH2:18][O:17][CH2:16][C@@H:15]2[CH3:20])[N:9]=1. (3) The product is: [NH:18]1[C:19]2[C:15](=[CH:14][C:13]([O:12][C:6]3[C:5]4[C:10](=[CH:11][C:2]([O:1][CH2:25][CH2:26][N:27]5[CH2:32][CH2:31][N:30]([CH3:33])[CH2:29][CH2:28]5)=[C:3]([O:22][CH3:23])[CH:4]=4)[N:9]=[CH:8][N:7]=3)=[CH:21][CH:20]=2)[CH:16]=[CH:17]1. Given the reactants [OH:1][C:2]1[CH:11]=[C:10]2[C:5]([C:6]([O:12][C:13]3[CH:14]=[C:15]4[C:19](=[CH:20][CH:21]=3)[NH:18][CH:17]=[CH:16]4)=[N:7][CH:8]=[N:9]2)=[CH:4][C:3]=1[O:22][CH3:23].O[CH2:25][CH2:26][N:27]1[CH2:32][CH2:31][N:30]([CH3:33])[CH2:29][CH2:28]1, predict the reaction product.